Predict the reactants needed to synthesize the given product. From a dataset of Full USPTO retrosynthesis dataset with 1.9M reactions from patents (1976-2016). (1) Given the product [F:28][C:3]1[C:2]([N:33]2[CH2:34][C:35]([F:37])([F:36])[C:31]([F:38])([F:30])[CH2:32]2)=[CH:7][CH:6]=[CH:5][C:4]=1[N:8]1[CH:13]=[C:12]([O:14][CH3:15])[C:11](=[O:16])[C:10]([C:17]2[N:21]([C:22]3[CH:27]=[CH:26][CH:25]=[CH:24][CH:23]=3)[N:20]=[CH:19][CH:18]=2)=[N:9]1, predict the reactants needed to synthesize it. The reactants are: Br[C:2]1[C:3]([F:28])=[C:4]([N:8]2[CH:13]=[C:12]([O:14][CH3:15])[C:11](=[O:16])[C:10]([C:17]3[N:21]([C:22]4[CH:27]=[CH:26][CH:25]=[CH:24][CH:23]=4)[N:20]=[CH:19][CH:18]=3)=[N:9]2)[CH:5]=[CH:6][CH:7]=1.Cl.[F:30][C:31]1([F:38])[C:35]([F:37])([F:36])[CH2:34][NH:33][CH2:32]1.CC(C)([O-])C.[Na+].CC1(C)C2C(=C(P(C3C=CC=CC=3)C3C=CC=CC=3)C=CC=2)OC2C(P(C3C=CC=CC=3)C3C=CC=CC=3)=CC=CC1=2.C([O-])(O)=O.[Na+]. (2) The reactants are: [CH3:1][O:2][C:3]1[CH:4]=[C:5]2[C:9](=[CH:10][CH:11]=1)[N:8]([CH3:12])[CH:7]=[C:6]2[C:13]1[N:23]([CH2:24][O:25][CH2:26][CH2:27][Si:28]([CH3:31])([CH3:30])[CH3:29])[C:16]2=[N:17][CH:18]=[C:19]([CH2:21][NH2:22])[N:20]=[C:15]2[CH:14]=1.N1C=CC=CC=1.[CH3:38][C:39](OC(C)=O)=[O:40].CC(O)=O. Given the product [CH3:1][O:2][C:3]1[CH:4]=[C:5]2[C:9](=[CH:10][CH:11]=1)[N:8]([CH3:12])[CH:7]=[C:6]2[C:13]1[N:23]([CH2:24][O:25][CH2:26][CH2:27][Si:28]([CH3:30])([CH3:29])[CH3:31])[C:16]2=[N:17][CH:18]=[C:19]([CH2:21][NH:22][C:39](=[O:40])[CH3:38])[N:20]=[C:15]2[CH:14]=1, predict the reactants needed to synthesize it. (3) Given the product [NH2:16][C:14]1[C:13]([NH:19][CH3:20])=[N:12][C:11]([O:21][CH2:22][CH:23]([F:25])[F:24])=[C:10]([CH:15]=1)[C:9]([NH:8][C:5]1[CH:4]=[CH:3][C:2]([Br:1])=[CH:7][CH:6]=1)=[O:26], predict the reactants needed to synthesize it. The reactants are: [Br:1][C:2]1[CH:7]=[CH:6][C:5]([NH:8][C:9](=[O:26])[C:10]2[CH:15]=[C:14]([N+:16]([O-])=O)[C:13]([NH:19][CH3:20])=[N:12][C:11]=2[O:21][CH2:22][CH:23]([F:25])[F:24])=[CH:4][CH:3]=1.